Dataset: NCI-60 drug combinations with 297,098 pairs across 59 cell lines. Task: Regression. Given two drug SMILES strings and cell line genomic features, predict the synergy score measuring deviation from expected non-interaction effect. (1) Drug 1: C1=C(C(=O)NC(=O)N1)N(CCCl)CCCl. Drug 2: C1=NC2=C(N1)C(=S)N=C(N2)N. Cell line: HCT116. Synergy scores: CSS=51.1, Synergy_ZIP=-5.34, Synergy_Bliss=-6.65, Synergy_Loewe=-9.12, Synergy_HSA=-1.67. (2) Drug 1: COC1=CC(=CC(=C1O)OC)C2C3C(COC3=O)C(C4=CC5=C(C=C24)OCO5)OC6C(C(C7C(O6)COC(O7)C8=CC=CS8)O)O. Drug 2: CC(C)NC(=O)C1=CC=C(C=C1)CNNC.Cl. Cell line: SN12C. Synergy scores: CSS=36.6, Synergy_ZIP=-7.65, Synergy_Bliss=-1.05, Synergy_Loewe=-39.6, Synergy_HSA=0.502. (3) Drug 1: C1=CC(=CC=C1CCC2=CNC3=C2C(=O)NC(=N3)N)C(=O)NC(CCC(=O)O)C(=O)O. Drug 2: CC=C1C(=O)NC(C(=O)OC2CC(=O)NC(C(=O)NC(CSSCCC=C2)C(=O)N1)C(C)C)C(C)C. Cell line: RPMI-8226. Synergy scores: CSS=73.5, Synergy_ZIP=-0.522, Synergy_Bliss=-2.88, Synergy_Loewe=-2.08, Synergy_HSA=-0.0771. (4) Drug 1: CN(C)C(=N)N=C(N)N. Drug 2: C1=CC=C(C=C1)NC(=O)CCCCCCC(=O)NO. Cell line: SK-OV-3. Synergy scores: CSS=54.7, Synergy_ZIP=2.12, Synergy_Bliss=2.93, Synergy_Loewe=-49.9, Synergy_HSA=4.56. (5) Drug 1: CCN(CC)CCNC(=O)C1=C(NC(=C1C)C=C2C3=C(C=CC(=C3)F)NC2=O)C. Drug 2: C1=NC2=C(N1)C(=S)N=CN2. Cell line: SNB-19. Synergy scores: CSS=2.96, Synergy_ZIP=-2.62, Synergy_Bliss=-2.07, Synergy_Loewe=-16.3, Synergy_HSA=-9.54. (6) Drug 1: C1=C(C(=O)NC(=O)N1)N(CCCl)CCCl. Drug 2: C1=NNC2=C1C(=O)NC=N2. Cell line: OVCAR-5. Synergy scores: CSS=1.44, Synergy_ZIP=-2.28, Synergy_Bliss=-1.56, Synergy_Loewe=-15.9, Synergy_HSA=-3.19. (7) Drug 1: CCC1=C2CN3C(=CC4=C(C3=O)COC(=O)C4(CC)O)C2=NC5=C1C=C(C=C5)O. Drug 2: C1=NC(=NC(=O)N1C2C(C(C(O2)CO)O)O)N. Cell line: NCI-H460. Synergy scores: CSS=79.2, Synergy_ZIP=1.63, Synergy_Bliss=1.54, Synergy_Loewe=3.43, Synergy_HSA=5.65.